This data is from Peptide-MHC class I binding affinity with 185,985 pairs from IEDB/IMGT. The task is: Regression. Given a peptide amino acid sequence and an MHC pseudo amino acid sequence, predict their binding affinity value. This is MHC class I binding data. The peptide sequence is DTLKVGNTY. The MHC is HLA-A02:12 with pseudo-sequence HLA-A02:12. The binding affinity (normalized) is 0.0847.